This data is from Reaction yield outcomes from USPTO patents with 853,638 reactions. The task is: Predict the reaction yield, written as a fraction of the theoretical maximum amount of product (1.0 means a 100% yield; for example, 0.34 means a 34% yield). (1) The reactants are C([N:4]1[CH2:11][CH:10]2[C:6]([C:12]3[CH:13]=[N:14][CH:15]=[CH:16][CH:17]=3)([NH:7][O:8][CH2:9]2)[CH2:5]1)C=C. The catalyst is C(Cl)(Cl)Cl.C1C=CC([P]([Pd]([P](C2C=CC=CC=2)(C2C=CC=CC=2)C2C=CC=CC=2)([P](C2C=CC=CC=2)(C2C=CC=CC=2)C2C=CC=CC=2)[P](C2C=CC=CC=2)(C2C=CC=CC=2)C2C=CC=CC=2)(C2C=CC=CC=2)C2C=CC=CC=2)=CC=1. The product is [N:14]1[CH:15]=[CH:16][CH:17]=[C:12]([C:6]23[CH2:5][NH:4][CH2:11][CH:10]2[CH2:9][O:8][NH:7]3)[CH:13]=1. The yield is 0.860. (2) The reactants are [NH2:1][C:2]1[N:7]=[C:6]2[N:8]([CH2:20][CH3:21])[C:9]([C:11]([N:13]([CH:17]3[CH2:19][CH2:18]3)[CH:14]3[CH2:16][CH2:15]3)=[O:12])=[CH:10][C:5]2=[C:4]2[N:22]([CH3:25])[CH:23]=[N:24][C:3]=12.[C:26]([N:29]=[C:30]=[S:31])(=[O:28])[CH3:27]. The catalyst is CC(C)=O. The product is [C:26]([NH:29][C:30](=[S:31])[NH:1][C:2]1[N:7]=[C:6]2[N:8]([CH2:20][CH3:21])[C:9]([C:11]([N:13]([CH:17]3[CH2:19][CH2:18]3)[CH:14]3[CH2:16][CH2:15]3)=[O:12])=[CH:10][C:5]2=[C:4]2[N:22]([CH3:25])[CH:23]=[N:24][C:3]=12)(=[O:28])[CH3:27]. The yield is 0.436. (3) The reactants are [NH2:1][CH2:2][C@@H:3]1[O:7][C:6](=[O:8])[N:5]([C:9]2[CH:14]=[CH:13][C:12]([CH:15]3[CH2:20][CH2:19][S:18](=[O:22])(=[O:21])[CH2:17][CH2:16]3)=[C:11]([F:23])[CH:10]=2)[CH2:4]1.[C:24](Cl)(=[O:32])[O:25][CH2:26][O:27][C:28](=[O:31])[CH2:29][CH3:30]. The catalyst is ClCCl. The product is [O:22]=[S:18]1(=[O:21])[CH2:19][CH2:20][CH:15]([C:12]2[CH:13]=[CH:14][C:9]([N:5]3[CH2:4][C@H:3]([CH2:2][NH:1][C:24]([O:25][CH2:26][O:27][C:28](=[O:31])[CH2:29][CH3:30])=[O:32])[O:7][C:6]3=[O:8])=[CH:10][C:11]=2[F:23])[CH2:16][CH2:17]1. The yield is 0.750.